This data is from Peptide-MHC class I binding affinity with 185,985 pairs from IEDB/IMGT. The task is: Regression. Given a peptide amino acid sequence and an MHC pseudo amino acid sequence, predict their binding affinity value. This is MHC class I binding data. (1) The peptide sequence is MYPFIFFIV. The MHC is HLA-C06:02 with pseudo-sequence HLA-C06:02. The binding affinity (normalized) is 0.0847. (2) The peptide sequence is NTCYCKKCCY. The MHC is Mamu-B01 with pseudo-sequence Mamu-B01. The binding affinity (normalized) is 0.0430. (3) The peptide sequence is SPRPEMQEF. The MHC is HLA-A03:01 with pseudo-sequence HLA-A03:01. The binding affinity (normalized) is 0. (4) The peptide sequence is QALSPRTLNAW. The MHC is HLA-B44:02 with pseudo-sequence HLA-B44:02. The binding affinity (normalized) is 0.0599. (5) The peptide sequence is VVSEIDLQW. The MHC is HLA-A68:02 with pseudo-sequence HLA-A68:02. The binding affinity (normalized) is 0.0847. (6) The peptide sequence is EEDEGEELF. The MHC is HLA-B08:01 with pseudo-sequence HLA-B08:01. The binding affinity (normalized) is 0.0847. (7) The peptide sequence is MSWESTAEY. The MHC is HLA-B35:01 with pseudo-sequence HLA-B35:01. The binding affinity (normalized) is 1.00. (8) The MHC is HLA-B39:01 with pseudo-sequence HLA-B39:01. The peptide sequence is REVFYFGKF. The binding affinity (normalized) is 0.0847. (9) The peptide sequence is FPYAIRLVA. The MHC is HLA-B45:06 with pseudo-sequence HLA-B45:06. The binding affinity (normalized) is 0.213. (10) The peptide sequence is VVPRYGVRL. The MHC is HLA-A69:01 with pseudo-sequence HLA-A69:01. The binding affinity (normalized) is 0.309.